This data is from Forward reaction prediction with 1.9M reactions from USPTO patents (1976-2016). The task is: Predict the product of the given reaction. (1) Given the reactants [CH:1]1[C:13]2[NH:12][C:11]3[C:6](=[CH:7][CH:8]=[CH:9][CH:10]=3)[C:5]=2[CH:4]=[CH:3][CH:2]=1.[C:14](Br)([CH2:17][C:18]([CH3:21])([CH3:20])[CH3:19])([CH3:16])[CH3:15], predict the reaction product. The product is: [CH3:19][C:18]([CH3:21])([CH2:17][CH:14]([CH3:16])[CH3:15])[CH2:20][C:3]1[CH:2]=[CH:1][C:13]2[NH:12][C:11]3[C:6]([C:5]=2[CH:4]=1)=[CH:7][C:8]([CH2:19][C:18]([CH3:21])([CH3:20])[CH2:17][CH:14]([CH3:16])[CH3:15])=[CH:9][CH:10]=3. (2) The product is: [ClH:37].[CH2:33]([S:34]([NH:3][C:4]1[CH:9]=[CH:8][C:7]([C:10]2[CH:11]=[CH:12][C:13]([NH:16][C:17]([C@@H:19]3[CH:24]4[CH2:23][CH2:22][N:21]([CH2:26][CH2:25]4)[CH2:20]3)=[O:18])=[CH:14][CH:15]=2)=[CH:6][CH:5]=1)(=[O:36])=[O:35])[C:27]1[CH:32]=[CH:31][CH:30]=[CH:29][CH:28]=1. Given the reactants Cl.Cl.[NH2:3][C:4]1[CH:9]=[CH:8][C:7]([C:10]2[CH:15]=[CH:14][C:13]([NH:16][C:17]([C@@H:19]3[CH:24]4[CH2:25][CH2:26][N:21]([CH2:22][CH2:23]4)[CH2:20]3)=[O:18])=[CH:12][CH:11]=2)=[CH:6][CH:5]=1.[C:27]1([CH2:33][S:34]([Cl:37])(=[O:36])=[O:35])[CH:32]=[CH:31][CH:30]=[CH:29][CH:28]=1, predict the reaction product. (3) Given the reactants [CH2:1]([O:8][N:9]1[C:15](=[O:16])[N:14]2[CH2:17][C@H:10]1[C:11]([CH2:21][CH2:22][N+:23]([O-])=O)=[CH:12][C@H:13]2[C:18]([NH2:20])=[O:19])[C:2]1[CH:7]=[CH:6][CH:5]=[CH:4][CH:3]=1.[C:26]([OH:29])(=[O:28])C.CCN([CH:36]([CH3:38])[CH3:37])C(C)C.[CH2:39](O)C, predict the reaction product. The product is: [CH2:1]([O:8][N:9]1[C:15](=[O:16])[N:14]2[CH2:17][C@H:10]1[C:11]([CH2:21][CH2:22][NH:23][C:26](=[O:28])[O:29][C:36]([CH3:38])([CH3:39])[CH3:37])=[CH:12][C@H:13]2[C:18](=[O:19])[NH2:20])[C:2]1[CH:7]=[CH:6][CH:5]=[CH:4][CH:3]=1. (4) Given the reactants [CH2:1]([N:8]1[C:12](=[O:13])[C:11]2([C:21]3[CH:20]=[C:19]([Br:22])[S:18][C:17]=3[CH2:16][CH2:15][CH2:14]2)[N:10]=[C:9]1SCC1C=CC=CC=1)[C:2]1[CH:7]=[CH:6][CH:5]=[CH:4][CH:3]=1.[I-].[NH4+:32], predict the reaction product. The product is: [NH2:32][C:9]1[N:8]([CH2:1][C:2]2[CH:7]=[CH:6][CH:5]=[CH:4][CH:3]=2)[C:12](=[O:13])[C:11]2([C:21]3[CH:20]=[C:19]([Br:22])[S:18][C:17]=3[CH2:16][CH2:15][CH2:14]2)[N:10]=1. (5) The product is: [F:1][C:2]1[CH:19]=[CH:18][C:5]([CH2:6][C:7]2[C:16]3[C:11](=[CH:12][CH:13]=[CH:14][CH:15]=3)[C:10](=[O:17])[NH:9][N:8]=2)=[CH:4][C:3]=1[C:20]([N:22]1[CH2:23][CH:24]([CH2:26][O:27][S:36]([CH3:35])(=[O:38])=[O:37])[CH2:25]1)=[O:21]. Given the reactants [F:1][C:2]1[CH:19]=[CH:18][C:5]([CH2:6][C:7]2[C:16]3[C:11](=[CH:12][CH:13]=[CH:14][CH:15]=3)[C:10](=[O:17])[NH:9][N:8]=2)=[CH:4][C:3]=1[C:20]([N:22]1[CH2:25][CH:24]([CH2:26][OH:27])[CH2:23]1)=[O:21].C(N(CC)CC)C.[CH3:35][S:36](Cl)(=[O:38])=[O:37], predict the reaction product. (6) Given the reactants Cl.Br[C:3]1[CH:4]=[C:5]2[NH:11][C:10]([C:12]3[O:13][C:14]([CH2:17][C:18]4[CH:23]=[C:22]([Cl:24])[CH:21]=[CH:20][C:19]=4[O:25][CH2:26][CH:27]([CH3:29])[CH3:28])=[CH:15][CH:16]=3)=[N:9][C:6]2=[N:7][CH:8]=1.C(=O)([O-])[O-].[K+].[K+].CO[CH2:38][CH2:39]OC, predict the reaction product. The product is: [ClH:24].[Cl:24][C:22]1[CH:21]=[CH:20][C:19]([O:25][CH2:26][CH:27]([CH3:29])[CH3:28])=[C:18]([CH2:17][C:14]2[O:13][C:12]([C:10]3[NH:11][C:5]4[C:6]([N:9]=3)=[N:7][CH:8]=[C:3]([CH:38]=[CH2:39])[CH:4]=4)=[CH:16][CH:15]=2)[CH:23]=1. (7) Given the reactants Cl[C:2]1[C:7]([C:8]#[N:9])=[CH:6][N:5]=[C:4]([CH2:10][CH3:11])[C:3]=1[I:12].[NH2:13][C:14]1[C:15]([CH3:23])=[C:16]2[C:20](=[CH:21][CH:22]=1)[NH:19][CH:18]=[CH:17]2.O, predict the reaction product. The product is: [CH2:10]([C:4]1[C:3]([I:12])=[C:2]([NH:13][C:14]2[C:15]([CH3:23])=[C:16]3[C:20](=[CH:21][CH:22]=2)[NH:19][CH:18]=[CH:17]3)[C:7]([C:8]#[N:9])=[CH:6][N:5]=1)[CH3:11]. (8) Given the reactants C([Li])CCC.Br[C:7]1[C:8]([O:16][CH3:17])=[CH:9][C:10]([N:13]([CH3:15])[CH3:14])=[N:11][CH:12]=1.C([O:21][B:22](OC(C)C)[O:23]C(C)C)(C)C.Cl, predict the reaction product. The product is: [CH3:14][N:13]([CH3:15])[C:10]1[CH:9]=[C:8]([O:16][CH3:17])[C:7]([B:22]([OH:23])[OH:21])=[CH:12][N:11]=1. (9) Given the reactants [N:1]1[C:9]2[C:4](=[N:5][CH:6]=[CH:7][CH:8]=2)[S:3][CH:2]=1.C([Li])CCC.[CH3:15][O:16][C:17]1[CH:22]=[CH:21][CH:20]=[CH:19][C:18]=1[CH:23]=[N:24][S:25]([C:28]1[CH:38]=[CH:37][C:31]2[O:32][CH2:33][CH2:34][CH2:35][O:36][C:30]=2[CH:29]=1)(=[O:27])=[O:26].C(=O)(O)[O-].[Na+], predict the reaction product. The product is: [CH3:15][O:16][C:17]1[CH:22]=[CH:21][CH:20]=[CH:19][C:18]=1[CH:23]([C:2]1[S:3][C:4]2[C:9]([N:1]=1)=[CH:8][CH:7]=[CH:6][N:5]=2)[NH:24][S:25]([C:28]1[CH:38]=[CH:37][C:31]2[O:32][CH2:33][CH2:34][CH2:35][O:36][C:30]=2[CH:29]=1)(=[O:27])=[O:26].